Dataset: Catalyst prediction with 721,799 reactions and 888 catalyst types from USPTO. Task: Predict which catalyst facilitates the given reaction. (1) Reactant: [CH3:1][O:2][C:3](=[O:15])[CH:4](P(OCC)(OCC)=O)[CH2:5][CH3:6].[H-].[Na+].[C:18]([O:22][C:23]([C:25]1[S:26][C:27]([CH:30]=O)=[CH:28][CH:29]=1)=[O:24])([CH3:21])([CH3:20])[CH3:19]. Product: [C:18]([O:22][C:23]([C:25]1[S:26][C:27](/[CH:30]=[C:4](/[C:3]([O:2][CH3:1])=[O:15])\[CH2:5][CH3:6])=[CH:28][CH:29]=1)=[O:24])([CH3:21])([CH3:20])[CH3:19]. The catalyst class is: 7. (2) Product: [C:13]([O:17][C:18]([N:20]1[CH2:23][CH2:22][C@H:21]1[CH2:24][O:25][C:26]1[CH:27]=[N:28][CH:29]=[C:30]([C:32]2[O:3][N:1]=[C:4]([CH2:5][O:6][CH:7]3[CH2:12][CH2:11][CH2:10][CH2:9][O:8]3)[CH:33]=2)[CH:31]=1)=[O:19])([CH3:16])([CH3:15])[CH3:14]. The catalyst class is: 638. Reactant: [N+:1]([CH2:4][CH2:5][O:6][CH:7]1[CH2:12][CH2:11][CH2:10][CH2:9][O:8]1)([O-:3])=O.[C:13]([O:17][C:18]([N:20]1[CH2:23][CH2:22][C@H:21]1[CH2:24][O:25][C:26]1[CH:27]=[N:28][CH:29]=[C:30]([C:32]#[CH:33])[CH:31]=1)=[O:19])([CH3:16])([CH3:15])[CH3:14].C1(N=C=O)C=CC=CC=1.C(N(CC)CC)C. (3) Reactant: [BH4-].[Na+].[NH2:3][C:4]1[CH:5]=[C:6]([S:13][C:14]#[N:15])[CH:7]=[CH:8][C:9]=1[N+:10]([O-:12])=[O:11].ClC1N2[N:22]=[C:23]([C:26]3[CH:31]=[CH:30][C:29]([F:32])=[CH:28][CH:27]=3)[CH:24]=[CH:25][C:20]2=[N:19][N:18]=1.C(N(CC)CC)C. Product: [F:32][C:29]1[CH:28]=[CH:27][C:26]([C:23]2[CH:24]=[CH:25][C:20]3[N:15]([C:14]([S:13][C:6]4[CH:7]=[CH:8][C:9]([N+:10]([O-:12])=[O:11])=[C:4]([CH:5]=4)[NH2:3])=[N:18][N:19]=3)[N:22]=2)=[CH:31][CH:30]=1. The catalyst class is: 35. (4) Reactant: [Cl:1][C:2]1[CH:3]=[CH:4][C:5]([OH:10])=[C:6]([CH:9]=1)[CH:7]=[O:8].C([O-])([O-])=O.[K+].[K+].[C:17]([O:21][C:22]([N:24]1[CH2:29][CH2:28][CH:27](OS(C)(=O)=O)[CH2:26][CH2:25]1)=[O:23])([CH3:20])([CH3:19])[CH3:18]. Product: [C:17]([O:21][C:22]([N:24]1[CH2:29][CH2:28][CH:27]([O:10][C:5]2[CH:4]=[CH:3][C:2]([Cl:1])=[CH:9][C:6]=2[CH:7]=[O:8])[CH2:26][CH2:25]1)=[O:23])([CH3:20])([CH3:18])[CH3:19]. The catalyst class is: 3. (5) Reactant: Cl[C:2]1[C:11]2[C:6](=[CH:7][CH:8]=[CH:9][CH:10]=2)[N:5]=[CH:4][CH:3]=1.[Cl:12][C:13]1[CH:20]=[CH:19][C:16]([NH:17][CH3:18])=[CH:15][CH:14]=1.[OH-].[Na+]. Product: [Cl:12][C:13]1[CH:20]=[CH:19][C:16]([N:17]([C:2]2[C:11]3[C:6](=[CH:7][CH:8]=[CH:9][CH:10]=3)[N:5]=[CH:4][CH:3]=2)[CH3:18])=[CH:15][CH:14]=1. The catalyst class is: 15. (6) Reactant: C(OC([NH:11][C@H:12]1[CH2:16][CH2:15][N:14]([C@@H:17]([CH3:25])[C:18]([O:20][C:21]([CH3:24])([CH3:23])[CH3:22])=[O:19])[C:13]1=[O:26])=O)C1C=CC=CC=1. Product: [NH2:11][C@H:12]1[CH2:16][CH2:15][N:14]([C@@H:17]([CH3:25])[C:18]([O:20][C:21]([CH3:23])([CH3:22])[CH3:24])=[O:19])[C:13]1=[O:26]. The catalyst class is: 63. (7) Reactant: P(Cl)(Cl)([Cl:3])=O.S[C:7]1[N:12]([CH3:13])[C:11](=[O:14])[CH:10]=[C:9]([C:15]2[CH:20]=[CH:19][N:18]=[CH:17][N:16]=2)[N:8]=1.C([O-])([O-])=O.[K+].[K+]. Product: [Cl:3][C:7]1[N:12]([CH3:13])[C:11](=[O:14])[CH:10]=[C:9]([C:15]2[CH:20]=[CH:19][N:18]=[CH:17][N:16]=2)[N:8]=1. The catalyst class is: 9.